From a dataset of Reaction yield outcomes from USPTO patents with 853,638 reactions. Predict the reaction yield, written as a fraction of the theoretical maximum amount of product (1.0 means a 100% yield; for example, 0.34 means a 34% yield). (1) The yield is 0.900. The reactants are C1(CCCCC(O)=O)C=CC=CC=1.I[N:15]1[C:21]([CH3:23])([CH3:22])[C:19](=[O:20])[N:18]([CH3:24])[C:16]1=[O:17]. The product is [CH3:24][N:18]1[C:19](=[O:20])[C:21]([CH3:23])([CH3:22])[NH:15][C:16]1=[O:17]. The catalyst is C(Cl)Cl. (2) The reactants are [F:1][C:2]1[CH:3]=[C:4]([NH:9][C:10]2[CH:15]=[CH:14][CH:13]=[CH:12][CH:11]=2)[C:5]([NH2:8])=[CH:6][CH:7]=1.[C:16]([O:20][C:21]([NH:23][C@@H:24]([CH3:28])[C:25](O)=O)=[O:22])([CH3:19])([CH3:18])[CH3:17].C1C=NC2N(O)N=NC=2C=1.CN1CCOCC1.Cl.CN(C)CCCN=C=NCC. The catalyst is C(Cl)Cl. The product is [C:16]([O:20][C:21](=[O:22])[NH:23][C@H:24]([C:25]1[N:9]([C:10]2[CH:15]=[CH:14][CH:13]=[CH:12][CH:11]=2)[C:4]2[CH:3]=[C:2]([F:1])[CH:7]=[CH:6][C:5]=2[N:8]=1)[CH3:28])([CH3:19])([CH3:18])[CH3:17]. The yield is 0.570. (3) The reactants are C(N(CC)CC)C.[CH:8]([C:10]1[C:18]2[C:13](=[CH:14][CH:15]=[CH:16][CH:17]=2)[N:12](C(OC(C)(C)C)=O)[CH:11]=1)=[O:9].[CH3:26][O:27][C:28]1[CH:33]=[C:32]([N:34]=[CH:35][C:36]2[CH:43]=[CH:42][C:39]([C:40]#[N:41])=[CH:38][CH:37]=2)[CH:31]=[CH:30][N:29]=1. The catalyst is [Cl-].C([N+]1C(C)=C(CCO)SC=1)C1C=CC=CC=1.C(O)C. The yield is 0.310. The product is [NH:12]1[C:13]2[C:18](=[CH:17][CH:16]=[CH:15][CH:14]=2)[C:10]([C:8](=[O:9])[CH:35]([C:36]2[CH:43]=[CH:42][C:39]([C:40]#[N:41])=[CH:38][CH:37]=2)[NH:34][C:32]2[CH:31]=[CH:30][N:29]=[C:28]([O:27][CH3:26])[CH:33]=2)=[CH:11]1. (4) The reactants are [CH3:1][C:2]1[C:6]([CH2:7][N:8]2[CH:12]=[C:11]([N:13]3[C:17](=[O:18])[CH2:16][NH:15][C:14]3=[O:19])[CH:10]=[N:9]2)=[C:5]([CH3:20])[O:4][N:3]=1.[CH2:21](Br)[C:22]1[CH:27]=[CH:26][CH:25]=[CH:24][CH:23]=1. No catalyst specified. The product is [CH2:21]([N:15]1[CH2:16][C:17](=[O:18])[N:13]([C:11]2[CH:10]=[N:9][N:8]([CH2:7][C:6]3[C:2]([CH3:1])=[N:3][O:4][C:5]=3[CH3:20])[CH:12]=2)[C:14]1=[O:19])[C:22]1[CH:27]=[CH:26][CH:25]=[CH:24][CH:23]=1. The yield is 0.400. (5) The reactants are [F:1][C:2]([F:7])([F:6])[C:3]([OH:5])=[O:4].FC(F)(F)C(O)=O.[Cl:15][C:16]1[CH:17]=[N:18][C:19]2[NH:20][C:21]3[CH:22]=[CH:23][CH:24]=[C:25]([CH:46]=3)[CH2:26][CH2:27][C:28]3[CH:36]=[C:32]([NH:33][C:34]=1[N:35]=2)[CH:31]=[CH:30][C:29]=3[NH:37][C:38]([CH:40]1[CH2:45][CH2:44][NH:43][CH2:42][CH2:41]1)=[O:39].[N:47]([C:50]1[CH:58]=[CH:57][CH:56]=[C:55]2[C:51]=1[CH:52]=[CH:53][N:54]2[CH3:59])=[C:48]=[O:49]. No catalyst specified. The product is [F:1][C:2]([F:7])([F:6])[C:3]([OH:5])=[O:4].[Cl:15][C:16]1[CH:17]=[N:18][C:19]2[NH:20][C:21]3[CH:22]=[CH:23][CH:24]=[C:25]([CH:46]=3)[CH2:26][CH2:27][C:28]3[CH:36]=[C:32]([NH:33][C:34]=1[N:35]=2)[CH:31]=[CH:30][C:29]=3[NH:37][C:38]([CH:40]1[CH2:45][CH2:44][N:43]([C:48]([NH:47][C:50]2[CH:58]=[CH:57][CH:56]=[C:55]3[C:51]=2[CH:52]=[CH:53][N:54]3[CH3:59])=[O:49])[CH2:42][CH2:41]1)=[O:39]. The yield is 0.340. (6) The reactants are [Cl:1][C:2]1[CH:11]=[C:10]([C:12]2[CH:13]=[N:14][C:15]3[N:16]([C:18]([CH2:21][C:22]4[CH:23]=[C:24]5[C:29](=[CH:30][CH:31]=4)[N:28]=[CH:27][CH:26]=[CH:25]5)=[CH:19][N:20]=3)[N:17]=2)[CH:9]=[CH:8][C:3]=1[C:4]([O:6]C)=[O:5].[OH-].[Li+]. The catalyst is O1CCCC1.CO.O. The product is [Cl:1][C:2]1[CH:11]=[C:10]([C:12]2[CH:13]=[N:14][C:15]3[N:16]([C:18]([CH2:21][C:22]4[CH:23]=[C:24]5[C:29](=[CH:30][CH:31]=4)[N:28]=[CH:27][CH:26]=[CH:25]5)=[CH:19][N:20]=3)[N:17]=2)[CH:9]=[CH:8][C:3]=1[C:4]([OH:6])=[O:5]. The yield is 0.600. (7) The reactants are C([O:5][C:6](=[O:38])[CH:7]([NH:11][S:12]([C:15]1[CH:20]=[CH:19][C:18]([C:21]2[CH:26]=[CH:25][C:24]([O:27][C:28]3[CH:33]=[CH:32][C:31]([C:34]([F:37])([F:36])[F:35])=[CH:30][N:29]=3)=[CH:23][CH:22]=2)=[CH:17][CH:16]=1)(=[O:14])=[O:13])[CH:8]([CH3:10])[CH3:9])(C)(C)C.C(O)(C(F)(F)F)=O. The catalyst is C(Cl)Cl. The product is [CH3:9][CH:8]([CH3:10])[CH:7]([NH:11][S:12]([C:15]1[CH:16]=[CH:17][C:18]([C:21]2[CH:26]=[CH:25][C:24]([O:27][C:28]3[CH:33]=[CH:32][C:31]([C:34]([F:36])([F:35])[F:37])=[CH:30][N:29]=3)=[CH:23][CH:22]=2)=[CH:19][CH:20]=1)(=[O:14])=[O:13])[C:6]([OH:38])=[O:5]. The yield is 0.660. (8) The product is [NH:1]1[C:9]2[C:4](=[CH:5][CH:6]=[CH:7][CH:8]=2)[C:3](/[CH:10]=[C:11]2\[O:12][C:13]3[C:20](/[CH:21]=[CH:22]\[CH2:23][CH2:24][N:25]4[CH2:26][CH2:27][NH:28][CH2:29][CH2:30]4)=[C:19]([O:38][CH3:39])[CH:18]=[CH:17][C:14]=3[C:15]\2=[O:16])=[N:2]1. The catalyst is C(Cl)Cl.O1CCOCC1. The reactants are [NH:1]1[C:9]2[C:4](=[CH:5][CH:6]=[CH:7][CH:8]=2)[C:3](/[CH:10]=[C:11]2\[O:12][C:13]3[C:20](/[CH:21]=[CH:22]\[CH2:23][CH2:24][N:25]4[CH2:30][CH2:29][N:28](C(OC(C)(C)C)=O)[CH2:27][CH2:26]4)=[C:19]([O:38][CH3:39])[CH:18]=[CH:17][C:14]=3[C:15]\2=[O:16])=[N:2]1.Cl. The yield is 0.750.